Dataset: Reaction yield outcomes from USPTO patents with 853,638 reactions. Task: Predict the reaction yield, written as a fraction of the theoretical maximum amount of product (1.0 means a 100% yield; for example, 0.34 means a 34% yield). The reactants are [OH:1][C:2]1[CH:11]=[C:10]2[C:5]([CH:6]=[CH:7][C:8](=[O:12])[O:9]2)=[CH:4][CH:3]=1.C([O-])([O-])=O.[K+].[K+].Br[CH2:20][C:21]1[CH:26]=[CH:25][C:24]([B:27]2[O:35][C:32]([CH3:34])([CH3:33])[C:29]([CH3:31])([CH3:30])[O:28]2)=[CH:23][CH:22]=1. The catalyst is CN(C=O)C. The product is [CH3:33][C:32]1([CH3:34])[C:29]([CH3:30])([CH3:31])[O:28][B:27]([C:24]2[CH:23]=[CH:22][C:21]([CH2:20][O:1][C:2]3[CH:11]=[C:10]4[C:5]([CH:6]=[CH:7][C:8](=[O:12])[O:9]4)=[CH:4][CH:3]=3)=[CH:26][CH:25]=2)[O:35]1. The yield is 0.690.